Dataset: hERG potassium channel inhibition data for cardiac toxicity prediction from Karim et al.. Task: Regression/Classification. Given a drug SMILES string, predict its toxicity properties. Task type varies by dataset: regression for continuous values (e.g., LD50, hERG inhibition percentage) or binary classification for toxic/non-toxic outcomes (e.g., AMES mutagenicity, cardiotoxicity, hepatotoxicity). Dataset: herg_karim. (1) The molecule is CC(C)(C#N)COc1ccc2c(c1)[C@]1(COC(N)=N1)c1cc(-c3cncnc3)ccc1O2. The result is 0 (non-blocker). (2) The drug is COC[C@H](C)Oc1cc(Oc2ccc(C(=O)N3CCC3)cc2)cc(C(=O)Nc2ccn(C)n2)c1. The result is 0 (non-blocker). (3) The compound is CC(C)CNc1nc(C#N)nc(N2CCOCC2)c1N. The result is 0 (non-blocker). (4) The result is 0 (non-blocker). The compound is CCc1cnc2c(N3CC[C@@H](NC)C3)nc(N)nc2c1. (5) The result is 1 (blocker). The molecule is OCc1nc(Nc2ccc(C(F)(F)F)cc2)c2ccc(-c3ncccc3C(F)(F)F)cc2n1. (6) The drug is Fc1ccccc1-c1c[nH]c([C@H]2Cc3c([nH]c4ccccc34)[C@@H](C3CCOCC3)N2)n1. The result is 1 (blocker).